This data is from Catalyst prediction with 721,799 reactions and 888 catalyst types from USPTO. The task is: Predict which catalyst facilitates the given reaction. (1) Reactant: Br[C:2]1[CH:7]=[CH:6][C:5]([C:8]2[NH:20][C:11]3=[C:12]4[C:17](=[CH:18][CH:19]=[C:10]3[CH:9]=2)[CH:16]=[N:15][CH:14]=[CH:13]4)=[CH:4][CH:3]=1.C1(P(C2CCCCC2)C2C=CC=CC=2C2C=CC=CC=2)CCCCC1.[CH3:46][N:47]1[CH2:52][CH2:51][NH:50][CH2:49][CH2:48]1.CC(C)([O-])C.[Na+]. Product: [CH3:46][N:47]1[CH2:52][CH2:51][N:50]([C:2]2[CH:7]=[CH:6][C:5]([C:8]3[NH:20][C:11]4=[C:12]5[C:17](=[CH:18][CH:19]=[C:10]4[CH:9]=3)[CH:16]=[N:15][CH:14]=[CH:13]5)=[CH:4][CH:3]=2)[CH2:49][CH2:48]1. The catalyst class is: 826. (2) Reactant: [CH3:1][O:2][C:3]1[CH:4]=[C:5]([NH:11][C:12]2[C:13]3[N:41]=[CH:40][S:39][C:14]=3[N:15]=[C:16]([C:18]3[CH:19]=[C:20]([CH:36]=[CH:37][CH:38]=3)[C:21]([NH:23][C:24]3[CH:33]=[CH:32][C:27]([C:28]([O:30]C)=[O:29])=[C:26]([O:34][CH3:35])[CH:25]=3)=[O:22])[N:17]=2)[CH:6]=[CH:7][C:8]=1[O:9][CH3:10].[OH-].[Na+]. Product: [CH3:1][O:2][C:3]1[CH:4]=[C:5]([NH:11][C:12]2[C:13]3[N:41]=[CH:40][S:39][C:14]=3[N:15]=[C:16]([C:18]3[CH:19]=[C:20]([CH:36]=[CH:37][CH:38]=3)[C:21]([NH:23][C:24]3[CH:33]=[CH:32][C:27]([C:28]([OH:30])=[O:29])=[C:26]([O:34][CH3:35])[CH:25]=3)=[O:22])[N:17]=2)[CH:6]=[CH:7][C:8]=1[O:9][CH3:10]. The catalyst class is: 36.